From a dataset of Peptide-MHC class II binding affinity with 134,281 pairs from IEDB. Regression. Given a peptide amino acid sequence and an MHC pseudo amino acid sequence, predict their binding affinity value. This is MHC class II binding data. (1) The peptide sequence is FDNIYSVNIERGLGL. The MHC is HLA-DQA10501-DQB10301 with pseudo-sequence HLA-DQA10501-DQB10301. The binding affinity (normalized) is 0.161. (2) The peptide sequence is SEFENDEHIILYLVN. The MHC is DRB1_0405 with pseudo-sequence DRB1_0405. The binding affinity (normalized) is 0.418. (3) The peptide sequence is GRVIDLGCGRGGWCY. The MHC is HLA-DQA10601-DQB10402 with pseudo-sequence HLA-DQA10601-DQB10402. The binding affinity (normalized) is 0.